From a dataset of Forward reaction prediction with 1.9M reactions from USPTO patents (1976-2016). Predict the product of the given reaction. (1) Given the reactants [CH3:1][N:2]1[C:10]2[C:5](=[CH:6][CH:7]=[CH:8][CH:9]=2)[CH:4]=[C:3]1[C:11]([OH:13])=O.[NH2:14][C@H:15]([C:19]([NH:21][C@H:22]([CH:35]=[O:36])[CH2:23][C:24](=[N:30][NH:31][C:32]([NH2:34])=[O:33])[O:25][C:26]([CH3:29])([CH3:28])[CH3:27])=[O:20])[CH:16]([CH3:18])[CH3:17].C(Cl)Cl.CCN=C=NCCCN(C)C, predict the reaction product. The product is: [CH3:1][N:2]1[C:10]2[C:5](=[CH:6][CH:7]=[CH:8][CH:9]=2)[CH:4]=[C:3]1[C:11]([NH:14][C@H:15]([C:19]([NH:21][C@H:22]([CH:35]=[O:36])[CH2:23][C:24](=[N:30][NH:31][C:32]([NH2:34])=[O:33])[O:25][C:26]([CH3:29])([CH3:28])[CH3:27])=[O:20])[CH:16]([CH3:17])[CH3:18])=[O:13]. (2) Given the reactants Cl[C:2]1[C:11]2[C:6](=[CH:7][CH:8]=[CH:9][CH:10]=2)[N:5]=[CH:4][C:3]=1[N+:12]([O-:14])=[O:13].C(N(CC)CC)C.[N:22]1[CH:27]=[CH:26][CH:25]=[C:24]([C:28]2[O:32][N:31]=[C:30]([CH2:33][NH2:34])[CH:29]=2)[CH:23]=1, predict the reaction product. The product is: [N+:12]([C:3]1[CH:4]=[N:5][C:6]2[C:11]([C:2]=1[NH:34][CH2:33][C:30]1[CH:29]=[C:28]([C:24]3[CH:23]=[N:22][CH:27]=[CH:26][CH:25]=3)[O:32][N:31]=1)=[CH:10][CH:9]=[CH:8][CH:7]=2)([O-:14])=[O:13]. (3) Given the reactants Br[C:2]1[CH:3]=[C:4]([C:8]([CH3:12])([CH3:11])[C:9]#[N:10])[CH:5]=[CH:6][CH:7]=1.[B:13]1([B:13]2[O:17][C:16]([CH3:19])([CH3:18])[C:15]([CH3:21])([CH3:20])[O:14]2)[O:17][C:16]([CH3:19])([CH3:18])[C:15]([CH3:21])([CH3:20])[O:14]1.C([O-])(=O)C.[K+], predict the reaction product. The product is: [CH3:11][C:8]([C:4]1[CH:5]=[CH:6][CH:7]=[C:2]([B:13]2[O:17][C:16]([CH3:19])([CH3:18])[C:15]([CH3:21])([CH3:20])[O:14]2)[CH:3]=1)([CH3:12])[C:9]#[N:10]. (4) Given the reactants [C:1]([O:5][C:6](=[O:16])[NH:7][C:8]1[CH:13]=[CH:12][C:11]([F:14])=[CH:10][C:9]=1[F:15])([CH3:4])([CH3:3])[CH3:2].C([Li])CCC.C([N-]C(C)C)(C)C.[Li+].CN(C)[CH:32]=[O:33], predict the reaction product. The product is: [C:1]([O:5][C:6](=[O:16])[NH:7][C:8]1[CH:13]=[CH:12][C:11]([F:14])=[C:10]([CH:32]=[O:33])[C:9]=1[F:15])([CH3:4])([CH3:2])[CH3:3]. (5) Given the reactants B(Cl)(Cl)Cl.[Cl:5][C:6]1[N:7]=[N:8][C:9]([C:12]2[CH:17]=[CH:16][C:15]([N:18]3[CH:22]=[CH:21][CH:20]=[N:19]3)=[CH:14][C:13]=2[O:23]C)=[CH:10][CH:11]=1.CO, predict the reaction product. The product is: [Cl:5][C:6]1[N:7]=[N:8][C:9]([C:12]2[CH:17]=[CH:16][C:15]([N:18]3[CH:22]=[CH:21][CH:20]=[N:19]3)=[CH:14][C:13]=2[OH:23])=[CH:10][CH:11]=1. (6) The product is: [CH3:1][O:2][C:3]([C@@H:5]([N:13]1[CH2:21][C:17]2[CH:18]=[CH:19][S:20][C:16]=2[CH2:15][CH2:14]1)[C:6]1[C:11]([Cl:12])=[CH:10][CH:9]=[CH:8][CH:7]=1)=[O:4].[OH:40][S:38]([OH:41])(=[O:39])=[O:37]. Given the reactants [CH3:1][O:2][C:3]([C@@H:5]([N:13]1[CH2:21][C:17]2[CH:18]=[CH:19][S:20][C:16]=2[CH2:15][CH2:14]1)[C:6]1[CH:7]=[CH:8][CH:9]=[CH:10][C:11]=1[Cl:12])=[O:4].CC1(C)C2(CS(O)(=O)=O)C(CC1CC2)=O.[OH:37][S:38]([OH:41])(=[O:40])=[O:39].C(OCCCC)(=O)C, predict the reaction product. (7) Given the reactants [C:1]([O:5][C:6](=[O:12])[NH:7][CH2:8][CH2:9][CH2:10]I)([CH3:4])([CH3:3])[CH3:2].[I-].[CH2:14]([O:21][C:22]1[CH:27]=[C:26](I)[CH:25]=[CH:24][C:23]=1[N:29]1[S:33](=[O:35])(=[O:34])[N:32]([CH2:36][CH2:37][Si:38]([CH3:41])([CH3:40])[CH3:39])[C:31](=[O:42])[CH2:30]1)[C:15]1[CH:20]=[CH:19][CH:18]=[CH:17][CH:16]=1, predict the reaction product. The product is: [C:1]([O:5][C:6](=[O:12])[NH:7][CH2:8][CH2:9][CH2:10][C:26]1[CH:25]=[CH:24][C:23]([N:29]2[CH2:30][C:31](=[O:42])[N:32]([CH2:36][CH2:37][Si:38]([CH3:41])([CH3:40])[CH3:39])[S:33]2(=[O:35])=[O:34])=[C:22]([O:21][CH2:14][C:15]2[CH:20]=[CH:19][CH:18]=[CH:17][CH:16]=2)[CH:27]=1)([CH3:4])([CH3:3])[CH3:2]. (8) Given the reactants N(C(OCC)=O)=NC(OCC)=O.[CH3:13][N:14]1[C:18]2([CH2:23][CH2:22][CH:21]([C:24]3[CH:29]=[CH:28][CH:27]=[CH:26][CH:25]=3)[CH2:20][CH2:19]2)[C:17](=[O:30])[NH:16][C:15]1=[O:31].[Si]([O:39][CH:40]1[CH2:45][CH2:44][CH:43](O)[CH2:42][CH2:41]1)(C(C)(C)C)(C)C.C1(P(C2C=CC=CC=2)C2C=CC=CC=2)C=CC=CC=1.F[Si-2](F)(F)(F)(F)F.[H+].[H+], predict the reaction product. The product is: [OH:39][C@@H:40]1[CH2:45][CH2:44][C@H:43]([N:16]2[C:17](=[O:30])[C:18]3([CH2:19][CH2:20][CH:21]([C:24]4[CH:29]=[CH:28][CH:27]=[CH:26][CH:25]=4)[CH2:22][CH2:23]3)[N:14]([CH3:13])[C:15]2=[O:31])[CH2:42][CH2:41]1. (9) Given the reactants [Br:1][C:2]1[C:3](Cl)=[N:4][CH:5]=[C:6]([CH:21]=1)[C:7]([NH:9][C:10]1[CH:15]=[CH:14][C:13]([O:16][C:17]([F:20])([F:19])[F:18])=[CH:12][CH:11]=1)=[O:8].[CH2:23]([NH:25][CH2:26][CH2:27][OH:28])[CH3:24], predict the reaction product. The product is: [Br:1][C:2]1[C:3]([N:25]([CH2:23][CH3:24])[CH2:26][CH2:27][OH:28])=[N:4][CH:5]=[C:6]([CH:21]=1)[C:7]([NH:9][C:10]1[CH:15]=[CH:14][C:13]([O:16][C:17]([F:20])([F:19])[F:18])=[CH:12][CH:11]=1)=[O:8]. (10) Given the reactants Br[C:2]1[C:3]([N:23]2[CH2:27][CH2:26][C@@H:25]([OH:28])[CH2:24]2)=[N:4][CH:5]=[C:6]([CH:22]=1)[C:7]([NH:9][C:10]1[CH:15]=[CH:14][C:13]([O:16][C:17]([F:20])([F:19])[F:18])=[C:12]([F:21])[CH:11]=1)=[O:8].CC1(C)C(C)(C)OB([C:37]2[CH:38]=[N:39][CH:40]=[C:41]([CH:44]=2)[C:42]#[N:43])O1, predict the reaction product. The product is: [C:42]([C:41]1[CH:44]=[C:37]([C:2]2[C:3]([N:23]3[CH2:27][CH2:26][C@@H:25]([OH:28])[CH2:24]3)=[N:4][CH:5]=[C:6]([C:7]([NH:9][C:10]3[CH:15]=[CH:14][C:13]([O:16][C:17]([F:20])([F:19])[F:18])=[C:12]([F:21])[CH:11]=3)=[O:8])[CH:22]=2)[CH:38]=[N:39][CH:40]=1)#[N:43].